From a dataset of Forward reaction prediction with 1.9M reactions from USPTO patents (1976-2016). Predict the product of the given reaction. (1) Given the reactants [F:1][C:2]([F:14])([F:13])[S:3]([C:6]1[CH:12]=[CH:11][C:9]([NH2:10])=[CH:8][CH:7]=1)(=[O:5])=[O:4].C(N(CC)CC)C.[Cl-].ClC1N(C)CC[NH+]1C.[CH3:31][O:32][C:33]1[C:34](=[O:57])[C:35]([CH3:56])=[C:36]([CH2:42][C:43]2[C:44]([O:52][C:53](=[O:55])[CH3:54])=[C:45]([CH:49]=[CH:50][CH:51]=2)[C:46](O)=[O:47])[C:37](=[O:41])[C:38]=1[O:39][CH3:40], predict the reaction product. The product is: [CH3:31][O:32][C:33]1[C:34](=[O:57])[C:35]([CH3:56])=[C:36]([CH2:42][C:43]2[C:44]([O:52][C:53](=[O:55])[CH3:54])=[C:45]([CH:49]=[CH:50][CH:51]=2)[C:46]([NH:10][C:9]2[CH:11]=[CH:12][C:6]([S:3]([C:2]([F:13])([F:1])[F:14])(=[O:4])=[O:5])=[CH:7][CH:8]=2)=[O:47])[C:37](=[O:41])[C:38]=1[O:39][CH3:40]. (2) Given the reactants Cl[C:2]1[CH:24]=[C:23]([Cl:25])[CH:22]=[CH:21][C:3]=1[CH2:4][NH:5][C:6]([C:8]1[C:9](=[O:20])[NH:10][N:11]=[C:12]([C:14]2[CH:19]=[CH:18][N:17]=[CH:16][CH:15]=2)[CH:13]=1)=[O:7].O=C1C(C(O)=O)=CC(C2C=CN=CC=2)=NN1.C(Cl)(=O)C(Cl)=O.ClC1C=CC(CN)=CC=1, predict the reaction product. The product is: [Cl:25][C:23]1[CH:24]=[CH:2][C:3]([CH2:4][NH:5][C:6]([C:8]2[C:9](=[O:20])[NH:10][N:11]=[C:12]([C:14]3[CH:19]=[CH:18][N:17]=[CH:16][CH:15]=3)[CH:13]=2)=[O:7])=[CH:21][CH:22]=1. (3) Given the reactants [CH3:1][C:2]1[N:10]=[CH:9][CH:8]=[CH:7][C:3]=1[C:4]([OH:6])=O.C([N:13]1[CH:17]=[CH:16][N:15]=[CH:14]1)([N:13]1[CH:17]=[CH:16][N:15]=[CH:14]1)=O, predict the reaction product. The product is: [N:13]1([C:4]([C:3]2[C:2]([CH3:1])=[N:10][CH:9]=[CH:8][CH:7]=2)=[O:6])[CH:17]=[CH:16][N:15]=[CH:14]1. (4) Given the reactants FC(F)(F)C(O)=O.C(OC([N:15]1[CH2:20][CH2:19][CH:18]([N:21]([CH2:28][CH2:29][CH:30]([CH3:32])[CH3:31])[CH2:22][C:23]2[S:24][CH:25]=[CH:26][N:27]=2)[CH2:17][CH2:16]1)=O)(C)(C)C, predict the reaction product. The product is: [CH3:31][CH:30]([CH3:32])[CH2:29][CH2:28][N:21]([CH2:22][C:23]1[S:24][CH:25]=[CH:26][N:27]=1)[CH:18]1[CH2:17][CH2:16][NH:15][CH2:20][CH2:19]1. (5) Given the reactants C(=O)([O-])[O-].[Na+].[Na+].Br[C:8]1[CH2:23][C:11]2([CH:14]([CH3:15])[N:13]([C:16]([O:18][C:19]([CH3:22])([CH3:21])[CH3:20])=[O:17])[CH2:12]2)[O:10][N:9]=1.[CH3:24][C:25]1([C:31]([O:33][CH2:34][CH3:35])=[O:32])[CH2:30][CH2:29][NH:28][CH2:27][CH2:26]1.CN(C=O)C, predict the reaction product. The product is: [CH2:34]([O:33][C:31]([C:25]1([CH3:24])[CH2:30][CH2:29][N:28]([C:8]2[CH2:23][C:11]3([CH:14]([CH3:15])[N:13]([C:16]([O:18][C:19]([CH3:22])([CH3:21])[CH3:20])=[O:17])[CH2:12]3)[O:10][N:9]=2)[CH2:27][CH2:26]1)=[O:32])[CH3:35]. (6) Given the reactants [Br:1][C:2]1[CH:7]=[CH:6][C:5]([N+:8]([O-:10])=[O:9])=[C:4](F)[CH:3]=1.[O:12]1[CH2:17][CH2:16][CH:15]([NH2:18])[CH2:14][CH2:13]1.C([O-])([O-])=O.[K+].[K+].O, predict the reaction product. The product is: [Br:1][C:2]1[CH:7]=[CH:6][C:5]([N+:8]([O-:10])=[O:9])=[C:4]([NH:18][CH:15]2[CH2:16][CH2:17][O:12][CH2:13][CH2:14]2)[CH:3]=1. (7) Given the reactants [C:1]([O:5][C:6]([N:8]1[C@H:12]([CH2:13][C:14]2[CH:19]=[CH:18][C:17]([C:20]3[CH:25]=[CH:24][CH:23]=[CH:22][CH:21]=3)=[CH:16][CH:15]=2)[CH2:11]/[C:10](=[CH:26]\N(C(C)C)C(C)C)/[C:9]1=[O:34])=[O:7])([CH3:4])([CH3:3])[CH3:2].S(=O)(=O)(O)O.O, predict the reaction product. The product is: [C:1]([O:5][C:6]([N:8]1[C@H:12]([CH2:13][C:14]2[CH:15]=[CH:16][C:17]([C:20]3[CH:21]=[CH:22][CH:23]=[CH:24][CH:25]=3)=[CH:18][CH:19]=2)[CH2:11][C:10](=[CH2:26])[C:9]1=[O:34])=[O:7])([CH3:4])([CH3:3])[CH3:2].